Dataset: Catalyst prediction with 721,799 reactions and 888 catalyst types from USPTO. Task: Predict which catalyst facilitates the given reaction. (1) Reactant: [C:1]1([C:7]2([C:17]3[CH:22]=[CH:21][CH:20]=[CH:19][CH:18]=3)[CH:11]3[CH2:12][NH:13][CH2:14][CH2:15][N:10]3[C:9](=[O:16])[O:8]2)[CH:6]=[CH:5][CH:4]=[CH:3][CH:2]=1.C(N(C(C)C)CC)(C)C.Cl[CH2:33][C:34](Cl)=[O:35].[F:37][C:38]1[CH:44]=[CH:43][C:41]([NH2:42])=[CH:40][CH:39]=1. Product: [F:37][C:38]1[CH:44]=[CH:43][C:41]([NH:42][CH2:33][C:34]([N:13]2[CH2:14][CH2:15][N:10]3[C:9](=[O:16])[O:8][C:7]([C:1]4[CH:6]=[CH:5][CH:4]=[CH:3][CH:2]=4)([C:17]4[CH:18]=[CH:19][CH:20]=[CH:21][CH:22]=4)[CH:11]3[CH2:12]2)=[O:35])=[CH:40][CH:39]=1. The catalyst class is: 30. (2) Reactant: [CH2:1]([N:3]1[CH:7]=[C:6]([C:8]([F:11])([F:10])[F:9])[C:5]([C:12]([OH:14])=O)=[CH:4]1)[CH3:2].O1CCCC1.C(Cl)(=O)C(Cl)=O.[NH2:26][C:27]1[CH:28]=[C:29]([CH:46]=[CH:47][CH:48]=1)[O:30][C:31]1[CH:32]=[CH:33][C:34]2[N:35]([N:37]=[C:38]([NH:40][C:41]([CH:43]3[CH2:45][CH2:44]3)=[O:42])[N:39]=2)[CH:36]=1. Product: [CH:43]1([C:41]([NH:40][C:38]2[N:39]=[C:34]3[CH:33]=[CH:32][C:31]([O:30][C:29]4[CH:28]=[C:27]([NH:26][C:12]([C:5]5[C:6]([C:8]([F:9])([F:10])[F:11])=[CH:7][N:3]([CH2:1][CH3:2])[CH:4]=5)=[O:14])[CH:48]=[CH:47][CH:46]=4)=[CH:36][N:35]3[N:37]=2)=[O:42])[CH2:44][CH2:45]1. The catalyst class is: 402. (3) Reactant: [C:1]12([NH:6][C:7]3[C:12]([C:13]([NH2:15])=[O:14])=[CH:11][N:10]=[C:9](S(C)=O)[N:8]=3)[CH2:5][CH:3]([CH2:4]1)[CH2:2]2.C12(NC3C(C(N)=O)=CN=C(S(C)(=O)=O)N=3)CC(C1)C2.[NH2:38][C@@H:39]1[CH2:44][CH2:43][CH2:42][C@H:41]([OH:45])[CH2:40]1.CCN(C(C)C)C(C)C. The catalyst class is: 37. Product: [C:1]12([NH:6][C:7]3[C:12]([C:13]([NH2:15])=[O:14])=[CH:11][N:10]=[C:9]([NH:38][C@@H:39]4[CH2:44][CH2:43][CH2:42][C@H:41]([OH:45])[CH2:40]4)[N:8]=3)[CH2:5][CH:3]([CH2:4]1)[CH2:2]2. (4) Reactant: [CH2:1]=[CH:2][CH2:3][NH2:4].[CH2:5]1[O:7][CH:6]1[CH2:8][Cl:9].[ClH:10].[Br-].Br[CH2:13][CH2:14][CH2:15][CH2:16][CH2:17][CH2:18][N+:19]([CH3:22])([CH3:21])[CH3:20].Br[CH2:24][CH2:25][CH2:26][CH2:27][CH2:28][CH2:29][CH2:30][CH2:31][CH2:32][CH3:33].[OH-].[Na+]. Product: [CH3:33][CH2:32][CH2:31][CH2:30][CH2:29][CH2:28][CH2:27][CH2:26][CH2:25][CH2:24][NH:4][CH2:3][CH:2]=[CH2:1].[CH3:20][N+:19]([CH2:18][CH2:17][CH2:16][CH2:15][CH2:14][CH2:13][NH:4][CH2:3][CH:2]=[CH2:1])([CH3:22])[CH3:21].[CH2:1]=[CH:2][CH2:3][NH2:4].[CH2:5]1[O:7][CH:6]1[CH2:8][Cl:9].[ClH:10].[Cl-:9]. The catalyst class is: 5.